This data is from Forward reaction prediction with 1.9M reactions from USPTO patents (1976-2016). The task is: Predict the product of the given reaction. (1) Given the reactants [OH:1][C:2]1[CH:3]=[C:4]2[C:9](=[CH:10][CH:11]=1)[CH:8]=[C:7]([CH2:12][NH:13][C:14]13[CH2:21][CH2:20][C:17]([C:22]([O:24][CH3:25])=[O:23])([CH2:18][CH2:19]1)[CH2:16][CH2:15]3)[CH:6]=[CH:5]2.CS(O[C@H:31]1[CH2:36][CH2:35][C@@H:34]([Si:37]([CH3:40])([CH3:39])[CH3:38])[CH2:33][CH2:32]1)(=O)=O.[OH-].[Na+].Cl, predict the reaction product. The product is: [CH3:38][Si:37]([CH3:40])([CH3:39])[C@H:34]1[CH2:35][CH2:36][C@H:31]([O:1][C:2]2[CH:3]=[C:4]3[C:9](=[CH:10][CH:11]=2)[CH:8]=[C:7]([CH2:12][NH:13][C:14]24[CH2:21][CH2:20][C:17]([C:22]([O:24][CH3:25])=[O:23])([CH2:16][CH2:15]2)[CH2:18][CH2:19]4)[CH:6]=[CH:5]3)[CH2:32][CH2:33]1. (2) Given the reactants [CH3:1][N:2]1[C:6]([C:7]([F:10])([F:9])[F:8])=[CH:5][C:4](=[O:11])[NH:3]1.[H-].[Na+].F[C:15]1[CH:16]=[C:17]([N+:32]([O-:34])=[O:33])[CH:18]=[C:19]([O:21][C:22]2[CH:27]=[CH:26][CH:25]=[C:24]([C:28]([F:31])([F:30])[F:29])[CH:23]=2)[CH:20]=1.O, predict the reaction product. The product is: [CH3:1][N:2]1[C:6]([C:7]([F:8])([F:9])[F:10])=[CH:5][C:4]([O:11][C:15]2[CH:16]=[C:17]([N+:32]([O-:34])=[O:33])[CH:18]=[C:19]([O:21][C:22]3[CH:27]=[CH:26][CH:25]=[C:24]([C:28]([F:29])([F:30])[F:31])[CH:23]=3)[CH:20]=2)=[N:3]1. (3) Given the reactants Cl.[CH:2]1([CH2:5][N:6]2[C:10]3[CH:11]=[CH:12][C:13]([C:15]4[CH:16]=[C:17]([CH2:21][NH2:22])[CH:18]=[CH:19][CH:20]=4)=[CH:14][C:9]=3[N:8]([CH3:23])[S:7]2(=[O:25])=[O:24])[CH2:4][CH2:3]1.F[C:27]1[N:34]=[CH:33][CH:32]=[CH:31][C:28]=1[C:29]#[N:30].CN1C(=O)CCC1.CCN(C(C)C)C(C)C, predict the reaction product. The product is: [CH:2]1([CH2:5][N:6]2[C:10]3[CH:11]=[CH:12][C:13]([C:15]4[CH:16]=[C:17]([CH:18]=[CH:19][CH:20]=4)[CH2:21][NH:22][C:27]4[N:34]=[CH:33][CH:32]=[CH:31][C:28]=4[C:29]#[N:30])=[CH:14][C:9]=3[N:8]([CH3:23])[S:7]2(=[O:24])=[O:25])[CH2:4][CH2:3]1. (4) The product is: [N:1]1([CH2:6][CH2:7][CH2:8][O:9][C:10]2[CH:15]=[CH:14][C:13]([C:16]3([CH2:22][N:23]4[CH2:5][CH2:4][CH2:3][CH2:2]4)[CH2:17][CH2:18][O:19][CH2:20][CH2:21]3)=[CH:12][CH:11]=2)[CH2:5][CH2:4][CH2:3][CH2:2]1. Given the reactants [N:1]1([CH2:6][CH2:7][CH2:8][O:9][C:10]2[CH:15]=[CH:14][C:13]([C:16]3([CH2:22][NH2:23])[CH2:21][CH2:20][O:19][CH2:18][CH2:17]3)=[CH:12][CH:11]=2)[CH2:5][CH2:4][CH2:3][CH2:2]1.C(=O)([O-])[O-].[K+].[K+], predict the reaction product. (5) Given the reactants [O:1]1[C:5]2[CH:6]=[CH:7][C:8]([C:10]3[S:11][CH:12]=[C:13]([C:15]([OH:17])=O)[N:14]=3)=[CH:9][C:4]=2[CH2:3][CH2:2]1.[Cl:18][C:19]1[C:28]([F:29])=[CH:27][C:22]2[NH:23][C:24]([NH2:26])=[N:25][C:21]=2[CH:20]=1.F[P-](F)(F)(F)(F)F.N1(OC(N(C)C)=[N+](C)C)C2C=CC=CC=2N=N1.C(N(CC)C(C)C)(C)C, predict the reaction product. The product is: [Cl:18][C:19]1[C:28]([F:29])=[CH:27][C:22]2[NH:23][C:24]([NH:26][C:15]([C:13]3[N:14]=[C:10]([C:8]4[CH:7]=[CH:6][C:5]5[O:1][CH2:2][CH2:3][C:4]=5[CH:9]=4)[S:11][CH:12]=3)=[O:17])=[N:25][C:21]=2[CH:20]=1. (6) Given the reactants C(OC([N:8]1[CH2:12][C:11]([F:14])([F:13])[CH2:10][C@H:9]1[CH:15]([CH3:20])[CH2:16][C:17]([OH:19])=[O:18])=O)(C)(C)C.[ClH:21], predict the reaction product. The product is: [ClH:21].[F:14][C:11]1([F:13])[CH2:12][NH:8][C@H:9]([CH:15]([CH3:20])[CH2:16][C:17]([OH:19])=[O:18])[CH2:10]1.